The task is: Predict which catalyst facilitates the given reaction.. This data is from Catalyst prediction with 721,799 reactions and 888 catalyst types from USPTO. (1) Product: [C:34]([C:36]1[C:37]([N:48]2[CH2:49][CH:50]([C:52]([NH:55][C@H:56]([C:64]([OH:66])=[O:65])[CH2:57][C:58]3[CH:63]=[CH:62][CH:61]=[CH:60][CH:59]=3)=[O:54])[CH2:51]2)=[N:38][C:39]([CH3:47])=[C:40]([C:42]([O:44][CH2:45][CH3:46])=[O:43])[CH:41]=1)#[N:35]. The catalyst class is: 3. Reactant: CN(C(ON1N=NC2C=CC=NC1=2)=[N+](C)C)C.F[P-](F)(F)(F)(F)F.CCN(C(C)C)C(C)C.[C:34]([C:36]1[C:37]([N:48]2[CH2:51][CH:50]([C:52]([OH:54])=O)[CH2:49]2)=[N:38][C:39]([CH3:47])=[C:40]([C:42]([O:44][CH2:45][CH3:46])=[O:43])[CH:41]=1)#[N:35].[NH2:55][C@H:56]([C:64]([OH:66])=[O:65])[CH2:57][C:58]1[CH:63]=[CH:62][CH:61]=[CH:60][CH:59]=1. (2) Reactant: [Br:1][C:2]1[C:3]2[O:11][C:10]([C:12]3[CH:17]=[CH:16][C:15]([C:18]4([NH:22][C:23](=[O:29])[O:24][C:25]([CH3:28])([CH3:27])[CH3:26])[CH2:21][CH2:20][CH2:19]4)=[CH:14][CH:13]=3)=[C:9]([C:30]3[CH:35]=[CH:34][CH:33]=[CH:32][CH:31]=3)[C:4]=2[C:5](=[O:8])[NH:6][CH:7]=1.C([O-])([O-])=O.[Cs+].[Cs+].[F:42][CH2:43][CH2:44]I. Product: [Br:1][C:2]1[C:3]2[O:11][C:10]([C:12]3[CH:17]=[CH:16][C:15]([C:18]4([NH:22][C:23](=[O:29])[O:24][C:25]([CH3:28])([CH3:27])[CH3:26])[CH2:21][CH2:20][CH2:19]4)=[CH:14][CH:13]=3)=[C:9]([C:30]3[CH:31]=[CH:32][CH:33]=[CH:34][CH:35]=3)[C:4]=2[C:5](=[O:8])[N:6]([CH2:44][CH2:43][F:42])[CH:7]=1. The catalyst class is: 173. (3) Reactant: [I:1][C:2]1[CH:7]=[C:6]([N+:8]([O-])=O)[CH:5]=[C:4]([O:11][C:12]2[CH:17]=[CH:16][CH:15]=[CH:14][C:13]=2[O:18][CH3:19])[CH:3]=1.[NH4+].[Cl-]. Product: [I:1][C:2]1[CH:7]=[C:6]([CH:5]=[C:4]([O:11][C:12]2[CH:17]=[CH:16][CH:15]=[CH:14][C:13]=2[O:18][CH3:19])[CH:3]=1)[NH2:8]. The catalyst class is: 447. (4) Reactant: [NH2:1][C:2]1[C:7]([C:8]2[CH:13]=[C:12]([Cl:14])[CH:11]=[C:10]([Cl:15])[C:9]=2[Cl:16])=[N:6][CH:5]=[C:4](Cl)[N:3]=1.[NH3:18]. Product: [NH2:1][C:2]1[C:7]([C:8]2[CH:13]=[C:12]([Cl:14])[CH:11]=[C:10]([Cl:15])[C:9]=2[Cl:16])=[N:6][CH:5]=[C:4]([NH2:18])[N:3]=1. The catalyst class is: 8. (5) Reactant: C([O:3][C:4]([C:6]1[CH:11]=[CH:10][C:9]([CH2:12][CH2:13][CH2:14][CH2:15][CH3:16])=[CH:8][N:7]=1)=[O:5])C.[OH-].[Na+]. Product: [CH2:12]([C:9]1[CH:10]=[CH:11][C:6]([C:4]([OH:5])=[O:3])=[N:7][CH:8]=1)[CH2:13][CH2:14][CH2:15][CH3:16]. The catalyst class is: 5. (6) Reactant: [C:1]([O:5][C:6]([N:8]1[C:12]([C:14]2[CH:19]=[CH:18][CH:17]=[C:16]([Br:20])[N:15]=2)([CH3:13])[CH2:11][O:10][S:9]1=[O:21])=[O:7])([CH3:4])([CH3:3])[CH3:2].C(Cl)Cl.[OH2:25]. Product: [C:1]([O:5][C:6]([N:8]1[C:12]([C:14]2[CH:19]=[CH:18][CH:17]=[C:16]([Br:20])[N:15]=2)([CH3:13])[CH2:11][O:10][S:9]1(=[O:25])=[O:21])=[O:7])([CH3:2])([CH3:3])[CH3:4]. The catalyst class is: 10. (7) The catalyst class is: 2. Product: [C:32]([CH2:34][C:35]([N:52]1[CH2:47][CH2:48][CH2:49][CH:50]([N:18]([CH3:19])[C:16]2[N:15]3[CH:26]=[CH:27][N:28]=[C:14]3[C:13]([C:29]([NH2:31])=[O:30])=[C:12]([NH:11][C:5]3[CH:4]=[C:3]([O:2][CH3:1])[CH:8]=[C:7]([O:9][CH3:10])[CH:6]=3)[N:17]=2)[CH2:51]1)=[O:37])#[N:33]. Reactant: [CH3:1][O:2][C:3]1[CH:4]=[C:5]([NH:11][C:12]2[N:17]=[C:16]([NH:18][CH2:19]C3CCCNC3)[N:15]3[CH:26]=[CH:27][N:28]=[C:14]3[C:13]=2[C:29]([NH2:31])=[O:30])[CH:6]=[C:7]([O:9][CH3:10])[CH:8]=1.[C:32]([CH2:34][C:35]([OH:37])=O)#[N:33].CN(C(ON1N=N[C:48]2[CH:49]=[CH:50][CH:51]=[N:52][C:47]1=2)=[N+](C)C)C.F[P-](F)(F)(F)(F)F.CCN(C(C)C)C(C)C.